This data is from Catalyst prediction with 721,799 reactions and 888 catalyst types from USPTO. The task is: Predict which catalyst facilitates the given reaction. (1) Reactant: [C:1](Cl)(=[O:8])[C:2]1[CH:7]=[CH:6][CH:5]=[CH:4][CH:3]=1.[CH3:10][O:11][C:12]1[CH:56]=[C:55]([O:57][CH3:58])[CH:54]=[C:53]([O:59][CH3:60])[C:13]=1[CH:14]=[CH:15][CH:16]([S:26]([CH:29]([CH:39]=[CH:40][C:41]1[C:46]([O:47][CH3:48])=[CH:45][C:44]([O:49][CH3:50])=[CH:43][C:42]=1[O:51][CH3:52])[C:30]1[CH:35]=[CH:34][C:33]([O:36][CH3:37])=[C:32]([NH2:38])[CH:31]=1)(=[O:28])=[O:27])[C:17]1[CH:22]=[CH:21][C:20]([O:23][CH3:24])=[C:19]([NH2:25])[CH:18]=1. Product: [CH3:60][O:59][C:53]1[CH:54]=[C:55]([O:57][CH3:58])[CH:56]=[C:12]([O:11][CH3:10])[C:13]=1/[CH:14]=[CH:15]/[CH:16]([S:26]([CH:29](/[CH:39]=[CH:40]/[C:41]1[C:42]([O:51][CH3:52])=[CH:43][C:44]([O:49][CH3:50])=[CH:45][C:46]=1[O:47][CH3:48])[C:30]1[CH:35]=[CH:34][C:33]([O:36][CH3:37])=[C:32]([NH:38][C:1](=[O:8])[C:2]2[CH:7]=[CH:6][CH:5]=[CH:4][CH:3]=2)[CH:31]=1)(=[O:28])=[O:27])[C:17]1[CH:22]=[CH:21][C:20]([O:23][CH3:24])=[C:19]([NH:25][C:1](=[O:8])[C:2]2[CH:7]=[CH:6][CH:5]=[CH:4][CH:3]=2)[CH:18]=1. The catalyst class is: 7. (2) Product: [Cl:20][C:2]1[S:3][C:4]([C:16]([O:18][CH3:19])=[O:17])=[C:5]([C:7]2[N:8]([CH2:12][CH2:13][O:14][CH3:15])[CH:9]=[CH:10][N:11]=2)[N:6]=1. The catalyst class is: 86. Reactant: N[C:2]1[S:3][C:4]([C:16]([O:18][CH3:19])=[O:17])=[C:5]([C:7]2[N:8]([CH2:12][CH2:13][O:14][CH3:15])[CH:9]=[CH:10][N:11]=2)[N:6]=1.[ClH:20].N([O-])=O.[Na+].NC(N)=O. (3) Reactant: [C:1]([C:3]1[C:4]([NH:10][N:11]([C:19]([O:21][C:22]([CH3:25])([CH3:24])[CH3:23])=[O:20])[C:12]([O:14][C:15]([CH3:18])([CH3:17])[CH3:16])=[O:13])=[N:5][CH:6]=[CH:7][C:8]=1I)#[N:2].[F:26][C:27]1[CH:32]=[CH:31][C:30]([C:33]([F:36])([F:35])[F:34])=[CH:29][C:28]=1[NH:37][C:38]([NH:40][C:41]1[CH:46]=[CH:45][C:44](B2OC(C)(C)C(C)(C)O2)=[CH:43][CH:42]=1)=[O:39].C([O-])(O)=O.[Na+].C(OCC)(=O)C. Product: [C:1]([C:3]1[C:4]([NH:10][N:11]([C:19]([O:21][C:22]([CH3:25])([CH3:24])[CH3:23])=[O:20])[C:12]([O:14][C:15]([CH3:18])([CH3:17])[CH3:16])=[O:13])=[N:5][CH:6]=[CH:7][C:8]=1[C:44]1[CH:43]=[CH:42][C:41]([NH:40][C:38]([NH:37][C:28]2[CH:29]=[C:30]([C:33]([F:34])([F:36])[F:35])[CH:31]=[CH:32][C:27]=2[F:26])=[O:39])=[CH:46][CH:45]=1)#[N:2]. The catalyst class is: 70. (4) Reactant: [F:1][C:2]1[CH:7]=[CH:6][C:5]([C:8]2[N:9]=[C:10]3[N:14]([CH:15]=2)[C:13]([CH3:16])=[C:12]([C:17]([OH:19])=O)[S:11]3)=[CH:4][CH:3]=1.[CH3:20][NH:21][C:22]1[CH:27]=[CH:26][CH:25]=[CH:24][CH:23]=1.[B-](F)(F)(F)F.CCOC(C(C#N)=NOC(N(C)C)=[N+](C)C)=O.C(N(CC)CC)C. Product: [CH3:20][N:21]([C:22]1[CH:27]=[CH:26][CH:25]=[CH:24][CH:23]=1)[C:17]([C:12]1[S:11][C:10]2=[N:9][C:8]([C:5]3[CH:4]=[CH:3][C:2]([F:1])=[CH:7][CH:6]=3)=[CH:15][N:14]2[C:13]=1[CH3:16])=[O:19]. The catalyst class is: 3.